This data is from Forward reaction prediction with 1.9M reactions from USPTO patents (1976-2016). The task is: Predict the product of the given reaction. (1) Given the reactants [H-].[Na+].[Cl:3][C:4]1[CH:5]=[C:6]2[C:10](=[CH:11][CH:12]=1)[C:9](=[O:13])[N:8]([CH2:14][CH:15]([CH3:17])[CH3:16])[CH:7]2[OH:18].[Cl:19][C:20]1[CH:28]=[C:27]2[C:23]([CH:24]([OH:34])[N:25]([CH2:30][CH:31]([CH3:33])[CH3:32])[C:26]2=[O:29])=[CH:22][CH:21]=1.O.C[O:37][CH2:38][CH2:39]OC, predict the reaction product. The product is: [Cl:3][C:4]1[CH:5]=[C:6]2[C:10](=[CH:11][CH:12]=1)[CH:9]([CH2:39][C:38]([O:29][CH2:26][CH3:27])=[O:37])[N:8]([CH2:14][CH:15]([CH3:17])[CH3:16])[C:7]2=[O:18].[Cl:19][C:20]1[CH:28]=[C:27]2[C:23]([C:24](=[O:34])[N:25]([CH2:30][CH:31]([CH3:33])[CH3:32])[CH:26]2[CH2:39][C:38]([O:13][CH2:9][CH3:10])=[O:37])=[CH:22][CH:21]=1. (2) Given the reactants CS(O[CH:6]1[CH2:11][CH2:10][N:9]([C:12]2[CH:22]=[CH:21][C:15]([C:16]([O:18][CH2:19][CH3:20])=[O:17])=[CH:14][CH:13]=2)[CH2:8][CH2:7]1)(=O)=O.[N-:23]=[N+:24]=[N-:25].[Na+], predict the reaction product. The product is: [N:23]([CH:6]1[CH2:11][CH2:10][N:9]([C:12]2[CH:22]=[CH:21][C:15]([C:16]([O:18][CH2:19][CH3:20])=[O:17])=[CH:14][CH:13]=2)[CH2:8][CH2:7]1)=[N+:24]=[N-:25]. (3) Given the reactants [I:1][C:2]1[CH:10]=[C:9]2[C:5]([CH2:6][CH2:7][CH2:8]2)=[CH:4][C:3]=1[C:11]#N.CC(C[AlH]CC(C)C)C.C1(C)C=CC=CC=1.Cl.CC[O:32]CC, predict the reaction product. The product is: [I:1][C:2]1[CH:10]=[C:9]2[C:5]([CH2:6][CH2:7][CH2:8]2)=[CH:4][C:3]=1[CH:11]=[O:32].